Predict the reaction yield, written as a fraction of the theoretical maximum amount of product (1.0 means a 100% yield; for example, 0.34 means a 34% yield). From a dataset of Reaction yield outcomes from USPTO patents with 853,638 reactions. (1) The reactants are C([CH:3]1[CH2:6][CH2:5][C:4]1([O:10][C:11]1[CH:16]=[CH:15][C:14]([Cl:17])=[CH:13][CH:12]=1)[C:7]([OH:9])=[O:8])C.Cl. The catalyst is C(O)(=O)C. The product is [Cl:17][C:14]1[CH:13]=[CH:12][C:11]([O:10][C:4]2([C:7]([OH:9])=[O:8])[CH2:5][CH2:6][CH2:3]2)=[CH:16][CH:15]=1. The yield is 0.870. (2) The reactants are [Cl-].O[NH3+:3].[C:4](=[O:7])([O-])[OH:5].[Na+].CS(C)=O.[CH2:13]([CH:15]([O:18][C:19]1[CH:24]=[CH:23][C:22]([N:25]2[C:30](=[O:31])[C:29]([CH2:32][C:33]3[CH:38]=[CH:37][C:36]([C:39]4[C:40]([C:45]#[N:46])=[CH:41][CH:42]=[CH:43][CH:44]=4)=[CH:35][CH:34]=3)=[C:28]([CH2:47][CH2:48][CH3:49])[N:27]=[C:26]2[CH3:50])=[CH:21][CH:20]=1)[CH2:16][CH3:17])[CH3:14]. The catalyst is O.C(OCC)(=O)C. The product is [CH2:13]([CH:15]([O:18][C:19]1[CH:20]=[CH:21][C:22]([N:25]2[C:30](=[O:31])[C:29]([CH2:32][C:33]3[CH:34]=[CH:35][C:36]([C:39]4[CH:44]=[CH:43][CH:42]=[CH:41][C:40]=4[C:45]4[NH:3][C:4](=[O:7])[O:5][N:46]=4)=[CH:37][CH:38]=3)=[C:28]([CH2:47][CH2:48][CH3:49])[N:27]=[C:26]2[CH3:50])=[CH:23][CH:24]=1)[CH2:16][CH3:17])[CH3:14]. The yield is 0.710. (3) The reactants are Cl[C:2]1[C:11]2[C:6](=[CH:7][C:8]([Cl:19])=[C:9]([C:12]3[CH:17]=[CH:16][C:15]([Cl:18])=[CH:14][CH:13]=3)[CH:10]=2)[N:5]=[CH:4][N:3]=1.Cl.Cl.[NH:22]1[CH2:27][CH2:26][NH:25][CH2:24][CH:23]1[C:28]([NH2:30])=[O:29].CCN(C(C)C)C(C)C. The catalyst is O1CCOCC1. The product is [Cl:19][C:8]1[CH:7]=[C:6]2[C:11]([C:2]([N:25]3[CH2:26][CH2:27][NH:22][CH:23]([C:28]([NH2:30])=[O:29])[CH2:24]3)=[N:3][CH:4]=[N:5]2)=[CH:10][C:9]=1[C:12]1[CH:17]=[CH:16][C:15]([Cl:18])=[CH:14][CH:13]=1. The yield is 0.487. (4) The reactants are Cl[CH2:2][C:3]1[CH:8]=[CH:7][C:6]([CH:9]=[CH2:10])=[CH:5][CH:4]=1.[C:11]1(=[O:21])[NH:15][C:14](=[O:16])[C:13]2=[CH:17][CH:18]=[CH:19][CH:20]=[C:12]12.[K]. The catalyst is CN(C=O)C.O. The product is [CH:9]([C:6]1[CH:7]=[CH:8][C:3]([CH2:2][N:15]2[C:11](=[O:21])[C:12]3[C:13](=[CH:17][CH:18]=[CH:19][CH:20]=3)[C:14]2=[O:16])=[CH:4][CH:5]=1)=[CH2:10]. The yield is 0.460. (5) The reactants are [CH3:1][C:2](C)([O-])C.[K+].[Br:7][C:8]1[CH:16]=[C:15]2[C:11]([CH2:12][CH2:13][C:14]2=[O:17])=[CH:10][CH:9]=1.[C:18]([O:22]C)(=O)[CH:19]=[CH2:20].[OH-].[K+]. The catalyst is C1COCC1.O. The product is [Br:7][C:8]1[CH:16]=[C:15]2[C:11]([CH2:12][C:13]3([CH2:20][CH2:19][C:18](=[O:22])[CH2:2][CH2:1]3)[C:14]2=[O:17])=[CH:10][CH:9]=1. The yield is 0.720. (6) The reactants are [Cl:1][C:2]1[CH:3]=[C:4]2[C:8](=[CH:9][C:10]=1[Cl:11])[C:7](=O)[O:6][C:5]2=[O:13].[F:14][C:15]1[CH:20]=[CH:19][C:18]([CH2:21]C(O)=O)=[CH:17][C:16]=1[C:25]([N:27]1[CH2:32][CH2:31][CH:30]([O:33][CH3:34])[CH2:29][CH2:28]1)=[O:26].C([O-])(=O)C.[Na+].[Al]. No catalyst specified. The product is [Cl:11][C:10]1[CH:9]=[C:8]2[C:4](=[CH:3][C:2]=1[Cl:1])[C:5](=[O:13])[O:6]/[C:7]/2=[CH:21]\[C:18]1[CH:19]=[CH:20][C:15]([F:14])=[C:16]([C:25]([N:27]2[CH2:32][CH2:31][CH:30]([O:33][CH3:34])[CH2:29][CH2:28]2)=[O:26])[CH:17]=1. The yield is 0.169. (7) The reactants are [N+:1]([C:4]1[CH:5]=[C:6]([CH:13]=[CH:14][C:15]=1[OH:16])[CH2:7][C@@H:8]([C:10]([OH:12])=[O:11])[NH2:9])([O-:3])=[O:2].[O:17](C(OC(C)(C)C)=O)[C:18]([O:20][C:21]([CH3:24])([CH3:23])[CH3:22])=O.C(O)CCC. The catalyst is [OH-].[Na+]. The product is [C:18]([NH:9][C@H:8]([C:10]([OH:12])=[O:11])[CH2:7][C:6]1[CH:13]=[CH:14][C:15]([OH:16])=[C:4]([N+:1]([O-:3])=[O:2])[CH:5]=1)([O:20][C:21]([CH3:24])([CH3:23])[CH3:22])=[O:17]. The yield is 0.130. (8) The reactants are [CH3:1][O:2][C:3]1[C:11]([O:12][CH3:13])=[CH:10][C:6]([C:7]([NH2:9])=[O:8])=[C:5]([N+:14]([O-])=O)[CH:4]=1. The yield is 1.00. The product is [NH2:14][C:5]1[CH:4]=[C:3]([O:2][CH3:1])[C:11]([O:12][CH3:13])=[CH:10][C:6]=1[C:7]([NH2:9])=[O:8]. The catalyst is CO.[Pd].